This data is from Catalyst prediction with 721,799 reactions and 888 catalyst types from USPTO. The task is: Predict which catalyst facilitates the given reaction. (1) Reactant: [C:1]([O:5][C:6]([CH:8]1[CH2:12][CH:11]([OH:13])[CH2:10][CH:9]1[C:14](=[O:26])[NH:15][C:16]1([C:21]([O:23][CH2:24][CH3:25])=[O:22])[CH2:18][CH:17]1[CH:19]=[CH2:20])=[O:7])([CH3:4])([CH3:3])[CH3:2].O[C:28]1[C:37]2[C:32](=[C:33]([CH3:40])[C:34]([O:38][CH3:39])=[CH:35][CH:36]=2)[N:31]=[C:30]([C:41]2[CH:46]=[CH:45][CH:44]=[C:43]([CH3:47])[N:42]=2)[CH:29]=1.C1(P(C2C=CC=CC=2)C2C=CC=CC=2)C=CC=CC=1.CC(OC(/N=N/C(OC(C)C)=O)=O)C. Product: [C:1]([O:5][C:6]([CH:8]1[CH2:12][CH:11]([O:13][C:28]2[C:37]3[C:32](=[C:33]([CH3:40])[C:34]([O:38][CH3:39])=[CH:35][CH:36]=3)[N:31]=[C:30]([C:41]3[CH:46]=[CH:45][CH:44]=[C:43]([CH3:47])[N:42]=3)[CH:29]=2)[CH2:10][CH:9]1[C:14](=[O:26])[NH:15][C:16]1([C:21]([O:23][CH2:24][CH3:25])=[O:22])[CH2:18][CH:17]1[CH:19]=[CH2:20])=[O:7])([CH3:4])([CH3:2])[CH3:3]. The catalyst class is: 1. (2) Reactant: [CH2:1]([O:8][C:9]1[CH:25]=[CH:24][CH:23]=[CH:22][C:10]=1[CH2:11][S:12][C:13]1[CH:21]=[CH:20][C:16]([C:17](O)=[O:18])=[CH:15][CH:14]=1)[C:2]1[CH:7]=[CH:6][CH:5]=[CH:4][CH:3]=1.C(Cl)(=O)C([Cl:29])=O. Product: [CH2:1]([O:8][C:9]1[CH:25]=[CH:24][CH:23]=[CH:22][C:10]=1[CH2:11][S:12][C:13]1[CH:21]=[CH:20][C:16]([C:17]([Cl:29])=[O:18])=[CH:15][CH:14]=1)[C:2]1[CH:7]=[CH:6][CH:5]=[CH:4][CH:3]=1. The catalyst class is: 4. (3) Reactant: [OH:1][C:2]1[CH:9]=[CH:8][C:5]([CH:6]=O)=[C:4]([O:10][CH3:11])[CH:3]=1.C(O)(=O)[CH2:13][C:14]([OH:16])=[O:15].N1CCCCC1.Cl. Product: [OH:1][C:2]1[CH:9]=[CH:8][C:5](/[CH:6]=[CH:13]/[C:14]([OH:16])=[O:15])=[C:4]([O:10][CH3:11])[CH:3]=1. The catalyst class is: 17. (4) Reactant: [NH2:1][C:2]1[CH:7]=[C:6]([C:8]([F:11])([F:10])[F:9])[C:5]([Cl:12])=[CH:4][C:3]=1[OH:13].CCN=C=NCCCN(C)C.[C:25](O)(=[O:32])[C:26]1[CH:31]=[CH:30][N:29]=[CH:28][CH:27]=1.N1C=CC=CC=1. Product: [Cl:12][C:5]1[C:6]([C:8]([F:9])([F:10])[F:11])=[CH:7][C:2]([NH:1][C:25](=[O:32])[C:26]2[CH:31]=[CH:30][N:29]=[CH:28][CH:27]=2)=[C:3]([OH:13])[CH:4]=1. The catalyst class is: 6. (5) Reactant: [O:1]1[C:5]2([CH2:9][CH2:8][N:7](C(OCC3C=CC=CC=3)=O)[CH2:6]2)[O:4][CH2:3][CH2:2]1. The catalyst class is: 293. Product: [O:1]1[C:5]2([CH2:9][CH2:8][NH:7][CH2:6]2)[O:4][CH2:3][CH2:2]1. (6) Reactant: C(OCCC[Si](OC)(OC)OC)(=O)C=C.Cl.[C:17]([O:20][CH:21]([CH3:25])[CH2:22][O:23][CH3:24])(=[O:19])[CH3:18].[CH3:26][O:27][CH2:28][CH:29]([OH:31])[CH3:30]. Product: [C:17]([O:20][CH:21]([CH3:25])[CH2:22][O:23][CH3:24])(=[O:19])[CH3:18].[CH3:26][O:27][CH2:28][CH:29]([OH:31])[CH3:30]. The catalyst class is: 5. (7) Reactant: [C:1](Cl)(=[O:6])[CH2:2][CH:3]([CH3:5])[CH3:4].[Cl-].[Al+3].[Cl-].[Cl-].[C:12]1([O:18][CH3:19])[CH:17]=[CH:16][CH:15]=[CH:14][CH:13]=1. Product: [CH3:19][O:18][C:12]1[CH:17]=[CH:16][C:15]([C:1](=[O:6])[CH2:2][CH:3]([CH3:5])[CH3:4])=[CH:14][CH:13]=1. The catalyst class is: 4. (8) Reactant: [CH3:1][C:2]1[CH:10]=[C:9]([CH3:11])[CH:8]=[C:7]2[C:3]=1[C:4]([CH2:12]N(C)C)=[CH:5][NH:6]2.[C-:16]#[N:17].[K+]. Product: [CH3:1][C:2]1[CH:10]=[C:9]([CH3:11])[CH:8]=[C:7]2[C:3]=1[C:4]([CH2:12][C:16]#[N:17])=[CH:5][NH:6]2. The catalyst class is: 18. (9) Product: [C:1]([O:5][C:6]([N:8]1[CH2:13][CH2:12][CH2:11][C:10]([C:21](=[O:24])[NH2:22])([NH:14][C:15]2[CH:16]=[CH:17][CH:18]=[CH:19][CH:20]=2)[CH2:9]1)=[O:7])([CH3:4])([CH3:2])[CH3:3]. The catalyst class is: 197. Reactant: [C:1]([O:5][C:6]([N:8]1[CH2:13][CH2:12][CH2:11][C:10]([C:21]#[N:22])([NH:14][C:15]2[CH:20]=[CH:19][CH:18]=[CH:17][CH:16]=2)[CH2:9]1)=[O:7])([CH3:4])([CH3:3])[CH3:2].C(=O)([O-])[O-:24].[K+].[K+].OO. (10) Reactant: [NH2:1][CH2:2][C@H:3]1[CH2:7][CH2:6][N:5]([C:8]([O:10][C:11]([CH3:14])([CH3:13])[CH3:12])=[O:9])[CH2:4]1.Cl[C:16]([O:18][CH2:19][C:20]1[CH:25]=[CH:24][CH:23]=[CH:22][CH:21]=1)=[O:17].C(N(CC)CC)C. Product: [CH2:19]([O:18][C:16](=[O:17])[NH:1][CH2:2][C@H:3]1[CH2:7][CH2:6][N:5]([C:8]([O:10][C:11]([CH3:14])([CH3:13])[CH3:12])=[O:9])[CH2:4]1)[C:20]1[CH:25]=[CH:24][CH:23]=[CH:22][CH:21]=1. The catalyst class is: 1.